The task is: Predict the reaction yield, written as a fraction of the theoretical maximum amount of product (1.0 means a 100% yield; for example, 0.34 means a 34% yield).. This data is from Reaction yield outcomes from USPTO patents with 853,638 reactions. (1) The reactants are [CH:1]1([CH:6]=[C:7]([C:17]2[CH:22]=[CH:21][C:20]([C:23]([OH:26])([CH3:25])[CH3:24])=[CH:19][CH:18]=2)[C:8]2[NH:16][C:11]3=[N:12][CH:13]=[CH:14][CH:15]=[C:10]3[CH:9]=2)[CH2:5][CH2:4][CH2:3][CH2:2]1. The catalyst is [Pd].CO. The product is [CH:1]1([CH2:6][CH:7]([C:17]2[CH:18]=[CH:19][C:20]([C:23]([OH:26])([CH3:24])[CH3:25])=[CH:21][CH:22]=2)[C:8]2[NH:16][C:11]3=[N:12][CH:13]=[CH:14][CH:15]=[C:10]3[CH:9]=2)[CH2:5][CH2:4][CH2:3][CH2:2]1. The yield is 0.580. (2) The reactants are [H-].[Na+].[OH:3][C:4]1[CH:9]=[CH:8][C:7]([C:10]([C:13]2[CH:18]=[CH:17][C:16]([OH:19])=[CH:15][CH:14]=2)([CH3:12])[CH3:11])=[CH:6][CH:5]=1.CC1C=CC(S(O[CH2:31][C@H:32]2[O:34][CH2:33]2)(=O)=O)=CC=1. The catalyst is CN(C)C=O. The product is [O:34]1[CH2:33][C@H:32]1[CH2:31][O:3][C:4]1[CH:5]=[CH:6][C:7]([C:10]([C:13]2[CH:14]=[CH:15][C:16]([OH:19])=[CH:17][CH:18]=2)([CH3:12])[CH3:11])=[CH:8][CH:9]=1. The yield is 0.360. (3) The reactants are C([O:3][C:4](=[O:9])[CH2:5][CH:6]([NH2:8])[CH3:7])C.I[C:11]1[CH:19]=[CH:18][C:14]2[N:15]=[CH:16][S:17][C:13]=2[CH:12]=1.C(=O)([O-])[O-].[K+].[K+].CO. The catalyst is CN(C=O)C.C(Cl)(Cl)Cl.[Cu](I)I. The product is [S:17]1[C:13]2[CH:12]=[C:11]([NH:8][CH:6]([CH3:7])[CH2:5][C:4]([OH:3])=[O:9])[CH:19]=[CH:18][C:14]=2[N:15]=[CH:16]1. The yield is 0.222. (4) The reactants are C([O:4][CH2:5][C@H:6]([N:13]([CH2:24][C:25]1[CH:34]=[CH:33][C:28]([C:29]([O:31]C)=O)=[CH:27][CH:26]=1)[S:14]([C:17]1[CH:22]=[CH:21][C:20]([Cl:23])=[CH:19][CH:18]=1)(=[O:16])=[O:15])[C:7]1[CH:12]=[CH:11][CH:10]=[CH:9][CH:8]=1)(=O)C. The catalyst is C(CN)O.C(OCC)(=O)C. The product is [Cl:23][C:20]1[CH:19]=[CH:18][C:17]([S:14]([N:13]([CH2:24][C:25]2[CH:34]=[CH:33][C:28]([C:29]([NH:13][CH2:6][CH2:5][OH:4])=[O:31])=[CH:27][CH:26]=2)[C@H:6]([C:7]2[CH:12]=[CH:11][CH:10]=[CH:9][CH:8]=2)[CH2:5][OH:4])(=[O:16])=[O:15])=[CH:22][CH:21]=1. The yield is 0.460. (5) The reactants are [NH2:1][C:2]1[S:3][C:4]2[C:10]([N+:11]([O-:13])=[O:12])=[C:9]([O:14][C:15]3[CH:16]=[CH:17][C:18]([F:36])=[C:19]([NH:21][C:22](=[O:35])[C:23]4[CH:28]=[CH:27][CH:26]=[C:25]([C:29]([C:32]#[N:33])([CH3:31])[CH3:30])[C:24]=4[Cl:34])[CH:20]=3)[CH:8]=[CH:7][C:5]=2[N:6]=1.[C:37](Cl)(=[O:39])[CH3:38]. The catalyst is N1C=CC=CC=1. The product is [C:37]([NH:1][C:2]1[S:3][C:4]2[C:10]([N+:11]([O-:13])=[O:12])=[C:9]([O:14][C:15]3[CH:16]=[CH:17][C:18]([F:36])=[C:19]([NH:21][C:22](=[O:35])[C:23]4[CH:28]=[CH:27][CH:26]=[C:25]([C:29]([C:32]#[N:33])([CH3:31])[CH3:30])[C:24]=4[Cl:34])[CH:20]=3)[CH:8]=[CH:7][C:5]=2[N:6]=1)(=[O:39])[CH3:38]. The yield is 0.580.